Predict the reaction yield, written as a fraction of the theoretical maximum amount of product (1.0 means a 100% yield; for example, 0.34 means a 34% yield). From a dataset of Reaction yield outcomes from USPTO patents with 853,638 reactions. (1) The reactants are [Cl:1][C:2]1[CH:3]=[C:4]([C:8]2[CH:29]=[C:11]3[N:12]=[C:13]([CH3:28])[C:14]([C:22](=[O:27])[C:23]([O:25][CH3:26])=[O:24])=[C:15]([CH:16]4[CH2:21][CH2:20][CH2:19][CH2:18][CH2:17]4)[N:10]3[N:9]=2)[CH:5]=[CH:6][CH:7]=1.CB1N2CCC[C@@H]2C(C2C=CC=CC=2)(C2C=CC=CC=2)O1.C1(C)C=CC=CC=1.[B]1OC2C(=CC=CC=2)O1.C1COCC1.C([O-])([O-])=O.[Na+].[Na+]. The catalyst is C1(C)C=CC=CC=1.CCOC(C)=O. The product is [Cl:1][C:2]1[CH:3]=[C:4]([C:8]2[CH:29]=[C:11]3[N:12]=[C:13]([CH3:28])[C:14]([C@H:22]([OH:27])[C:23]([O:25][CH3:26])=[O:24])=[C:15]([CH:16]4[CH2:17][CH2:18][CH2:19][CH2:20][CH2:21]4)[N:10]3[N:9]=2)[CH:5]=[CH:6][CH:7]=1. The yield is 0.830. (2) The reactants are [F:1][C:2]1[C:3]([CH:8]([NH:10][C:11]([NH:13][C:14]2[CH:19]=[CH:18][C:17]([Br:20])=[CH:16][N:15]=2)=S)[CH3:9])=[N:4][CH:5]=[CH:6][CH:7]=1.[OH:21]O. The catalyst is C(O)(=O)C. The product is [F:1][C:2]1[C:3]([CH:8]([NH:10][C:11]([NH:13][C:14]2[CH:19]=[CH:18][C:17]([Br:20])=[CH:16][N:15]=2)=[O:21])[CH3:9])=[N:4][CH:5]=[CH:6][CH:7]=1. The yield is 0.196. (3) The catalyst is CC(O)C. The reactants are [CH2:1]([S:3]([OH:6])(=[O:5])=[O:4])[CH3:2].[C:7]([C@H:10]1[O:15][CH2:14][C@H:13]([NH:16][C:17]([C@@H:19]2[NH:33][C:32]3([CH2:38][CH2:37][C:36]([CH3:40])([CH3:39])[CH2:35][CH2:34]3)[C@:21]3([C:29]4[C:24](=[CH:25][C:26]([Cl:30])=[CH:27][CH:28]=4)[NH:23][C:22]3=[O:31])[C@H:20]2[C:41]2[CH:46]=[CH:45][N:44]=[C:43]([Cl:47])[C:42]=2[F:48])=[O:18])[CH2:12][CH2:11]1)(=[O:9])[NH2:8]. The product is [OH2:4].[CH2:1]([S:3]([OH:6])(=[O:5])=[O:4])[CH3:2].[C:7]([C@H:10]1[O:15][CH2:14][C@H:13]([NH:16][C:17]([C@@H:19]2[NH:33][C:32]3([CH2:34][CH2:35][C:36]([CH3:40])([CH3:39])[CH2:37][CH2:38]3)[C@:21]3([C:29]4[C:24](=[CH:25][C:26]([Cl:30])=[CH:27][CH:28]=4)[NH:23][C:22]3=[O:31])[C@H:20]2[C:41]2[CH:46]=[CH:45][N:44]=[C:43]([Cl:47])[C:42]=2[F:48])=[O:18])[CH2:12][CH2:11]1)(=[O:9])[NH2:8]. The yield is 0.820. (4) The reactants are [Br:1][C:2]1[CH:3]=[C:4]([CH:7]=[CH:8][C:9]=1F)[CH:5]=[O:6].[F:11][C:12]1[CH:17]=[C:16]([F:18])[CH:15]=[CH:14][C:13]=1[OH:19].C(=O)([O-])[O-].[Cs+].[Cs+]. The catalyst is CS(C)=O. The product is [Br:1][C:2]1[CH:3]=[C:4]([CH:7]=[CH:8][C:9]=1[O:19][C:13]1[CH:14]=[CH:15][C:16]([F:18])=[CH:17][C:12]=1[F:11])[CH:5]=[O:6]. The yield is 0.950.